Dataset: Full USPTO retrosynthesis dataset with 1.9M reactions from patents (1976-2016). Task: Predict the reactants needed to synthesize the given product. (1) Given the product [C:1]([O:5][C:6]([NH:8][C@@H:9]([CH2:12][C:13]1[CH:18]=[CH:17][CH:16]=[CH:15][CH:14]=1)/[CH:10]=[CH:24]/[C:19]([O:21][CH2:22][CH3:23])=[O:20])=[O:7])([CH3:4])([CH3:3])[CH3:2], predict the reactants needed to synthesize it. The reactants are: [C:1]([O:5][C:6]([NH:8][C@@H:9]([CH2:12][C:13]1[CH:18]=[CH:17][CH:16]=[CH:15][CH:14]=1)[CH:10]=O)=[O:7])([CH3:4])([CH3:3])[CH3:2].[C:19]([CH:24]=P(C1C=CC=CC=1)(C1C=CC=CC=1)C1C=CC=CC=1)([O:21][CH2:22][CH3:23])=[O:20]. (2) Given the product [Cl:26][C:23]1[CH:24]=[CH:25][C:20]([C:19]#[C:18][C:17]2[C:16]([S:1][C:2]3[CH:7]=[CH:6][C:5]([OH:8])=[CH:4][CH:3]=3)=[N:15][C:14]([NH:27][CH:28]=[O:29])=[N:13][CH:12]=2)=[CH:21][CH:22]=1, predict the reactants needed to synthesize it. The reactants are: [SH:1][C:2]1[CH:7]=[CH:6][C:5]([OH:8])=[CH:4][CH:3]=1.[H-].[Na+].Cl[C:12]1[C:17]([C:18]#[C:19][C:20]2[CH:25]=[CH:24][C:23]([Cl:26])=[CH:22][CH:21]=2)=[CH:16][N:15]=[C:14]([NH:27][CH:28]=[O:29])[N:13]=1. (3) Given the product [CH3:1][O:2][C:3](=[O:17])[CH2:4][C:5]1[CH:14]=[C:13]([O:15][C:31](=[S:32])[N:30]([CH3:34])[CH3:29])[C:12]2[C:7](=[CH:8][CH:9]=[C:10]([F:16])[CH:11]=2)[CH:6]=1, predict the reactants needed to synthesize it. The reactants are: [CH3:1][O:2][C:3](=[O:17])[CH2:4][C:5]1[CH:14]=[C:13]([OH:15])[C:12]2[C:7](=[CH:8][CH:9]=[C:10]([F:16])[CH:11]=2)[CH:6]=1.C(=O)([O-])[O-].[K+].[K+].CN(C)C=O.[CH3:29][N:30]([CH3:34])[C:31](Cl)=[S:32]. (4) Given the product [CH3:1][O:2][C:3]([C:5]1[S:9][C:8]2[CH:10]=[C:11]([C:28]3[CH:27]=[CH:26][C:25]([N+:22]([O-:24])=[O:23])=[CH:30][CH:29]=3)[CH:12]=[C:13]([O:14][CH3:15])[C:7]=2[C:6]=1[C:17]([O:19][CH2:20][CH3:21])=[O:18])=[O:4], predict the reactants needed to synthesize it. The reactants are: [CH3:1][O:2][C:3]([C:5]1[S:9][C:8]2[CH:10]=[C:11](Br)[CH:12]=[C:13]([O:14][CH3:15])[C:7]=2[C:6]=1[C:17]([O:19][CH2:20][CH3:21])=[O:18])=[O:4].[N+:22]([C:25]1[CH:26]=[C:27](B(O)O)[CH:28]=[CH:29][CH:30]=1)([O-:24])=[O:23].[F-].[K+]. (5) Given the product [Br:1][C:2]1[CH:3]=[C:4]([CH:9]=[CH:10][C:11]=1[O:12][CH:20]([CH3:22])[CH3:21])[C:5]([O:7][CH3:8])=[O:6], predict the reactants needed to synthesize it. The reactants are: [Br:1][C:2]1[CH:3]=[C:4]([CH:9]=[CH:10][C:11]=1[OH:12])[C:5]([O:7][CH3:8])=[O:6].C(=O)([O-])[O-].[K+].[K+].I[CH:20]([CH3:22])[CH3:21].C(OCC)(=O)C. (6) Given the product [Cl:15][C:14]1[N:13]=[C:20]([Cl:21])[N:19]=[C:17]([N:3]2[C:4]3[CH:10]=[CH:9][CH:8]=[CH:7][C:5]=3[N:6]=[C:2]2[CH3:1])[N:16]=1, predict the reactants needed to synthesize it. The reactants are: [CH3:1][C:2]1[NH:3][C:4]2[CH:10]=[CH:9][CH:8]=[CH:7][C:5]=2[N:6]=1.[H-].[Na+].[N:13]1[C:20]([Cl:21])=[N:19][C:17](Cl)=[N:16][C:14]=1[Cl:15].